Dataset: Reaction yield outcomes from USPTO patents with 853,638 reactions. Task: Predict the reaction yield, written as a fraction of the theoretical maximum amount of product (1.0 means a 100% yield; for example, 0.34 means a 34% yield). (1) The reactants are [Cl:1][C:2]1[C:11]2[C:6](=[CH:7][CH:8]=[C:9](I)[CH:10]=2)[N:5]=[N:4][C:3]=1[C:13]([NH2:15])=[O:14].C([Sn](CCCC)(CCCC)[S:21][CH3:22])CCC. The catalyst is CN(C)C=O.C1C=CC(/C=C/C(/C=C/C2C=CC=CC=2)=O)=CC=1.C1C=CC(/C=C/C(/C=C/C2C=CC=CC=2)=O)=CC=1.C1C=CC(/C=C/C(/C=C/C2C=CC=CC=2)=O)=CC=1.[Pd].[Pd]. The product is [Cl:1][C:2]1[C:11]2[C:6](=[CH:7][CH:8]=[C:9]([S:21][CH3:22])[CH:10]=2)[N:5]=[N:4][C:3]=1[C:13]([NH2:15])=[O:14]. The yield is 0.940. (2) The reactants are C(OC(=O)[NH:10][CH2:11][CH:12]1[CH2:16][C:15]2[CH:17]=[CH:18][CH:19]=[C:20]([C:21]3[CH:26]=[CH:25][CH:24]=[C:23]([O:27][CH3:28])[CH:22]=3)[C:14]=2[O:13]1)C1C=CC=CC=1. The catalyst is [Pd]. The product is [CH3:28][O:27][C:23]1[CH:22]=[C:21]([C:20]2[C:14]3[O:13][CH:12]([CH2:11][NH2:10])[CH2:16][C:15]=3[CH:17]=[CH:18][CH:19]=2)[CH:26]=[CH:25][CH:24]=1. The yield is 0.790. (3) The reactants are [C:1]([O:5][C:6]([N:8]1[CH2:12][CH2:11][CH2:10][CH:9]1[C:13]1[NH:14][C:15]([C:18]2C=CC(Br)=[CH:20][CH:19]=2)=[CH:16][N:17]=1)=[O:7])([CH3:4])([CH3:3])[CH3:2].C(OC(N1C(C2NC3C=C(C4C=CC(B5OC(C)(C)C(C)(C)O5)=CC=4)C=CC=3N=2)C2CC1CC2)=O)(C)(C)C.C(=O)([O-])[O-].[K+].[K+].C(OC(N1C(C2NC3C=C(C4[CH:96]=[CH:95][C:94]([C:97]5[CH:102]=[CH:101][C:100]([C:103]6[CH:125]=[CH:124][C:106]7[N:107]=[C:108]([CH:110]8[CH:115]9[CH2:116][CH:112]([CH2:113][CH2:114]9)[N:111]8[C:117]([O:119][C:120]([CH3:123])([CH3:122])[CH3:121])=[O:118])[NH:109][C:105]=7[CH:104]=6)=[CH:99][CH:98]=5)=CC=4)C=CC=3N=2)C2CC1CC2)=O)(C)(C)C. The catalyst is COCCOC.C(OCC)(=O)C.C1C=CC([P]([Pd]([P](C2C=CC=CC=2)(C2C=CC=CC=2)C2C=CC=CC=2)([P](C2C=CC=CC=2)(C2C=CC=CC=2)C2C=CC=CC=2)[P](C2C=CC=CC=2)(C2C=CC=CC=2)C2C=CC=CC=2)(C2C=CC=CC=2)C2C=CC=CC=2)=CC=1. The product is [C:120]([O:119][C:117]([N:111]1[CH:110]([C:108]2[NH:109][C:105]3[CH:104]=[C:103]([C:100]4[CH:99]=[CH:98][C:97]([C:94]5[CH:95]=[CH:96][C:18]([C:15]6[NH:14][C:13]([CH:9]7[CH2:10][CH2:11][CH2:12][N:8]7[C:6]([O:5][C:1]([CH3:4])([CH3:3])[CH3:2])=[O:7])=[N:17][CH:16]=6)=[CH:19][CH:20]=5)=[CH:102][CH:101]=4)[CH:125]=[CH:124][C:106]=3[N:107]=2)[CH:115]2[CH2:116][CH:112]1[CH2:113][CH2:114]2)=[O:118])([CH3:122])([CH3:121])[CH3:123]. The yield is 0.400. (4) The reactants are [Cl:1][C:2]1[CH:3]=[C:4]([N:12]([CH2:30][CH3:31])[C@H:13]2[CH2:18][CH2:17][C@H:16]([N:19]([CH2:21][C:22]3[CH:27]=[CH:26][C:25]([O:28][CH3:29])=[CH:24][CH:23]=3)[CH3:20])[CH2:15][CH2:14]2)[C:5]([CH3:11])=[C:6]([CH:10]=1)[C:7](O)=[O:8].CN(C(ON1N=NC2C=CC=CC1=2)=[N+](C)C)C.[B-](F)(F)(F)F.CCN(C(C)C)C(C)C.[NH2:63][CH2:64][C:65]1[C:66](=[O:72])[NH:67][N:68]([CH3:71])[C:69]=1[CH3:70]. The catalyst is C(Cl)Cl.O.CN(C=O)C. The product is [Cl:1][C:2]1[CH:3]=[C:4]([N:12]([CH2:30][CH3:31])[C@H:13]2[CH2:14][CH2:15][C@H:16]([N:19]([CH2:21][C:22]3[CH:27]=[CH:26][C:25]([O:28][CH3:29])=[CH:24][CH:23]=3)[CH3:20])[CH2:17][CH2:18]2)[C:5]([CH3:11])=[C:6]([CH:10]=1)[C:7]([NH:63][CH2:64][C:65]1[C:66](=[O:72])[NH:67][N:68]([CH3:71])[C:69]=1[CH3:70])=[O:8]. The yield is 0.140. (5) The reactants are [CH2:1]([S:3][C:4]1[C:5]([C:9]([O:11]CC)=[O:10])=[N:6][S:7][N:8]=1)[CH3:2].[Li+].[OH-].Cl. The catalyst is O.C1COCC1. The product is [CH2:1]([S:3][C:4]1[C:5]([C:9]([OH:11])=[O:10])=[N:6][S:7][N:8]=1)[CH3:2]. The yield is 0.930.